From a dataset of Reaction yield outcomes from USPTO patents with 853,638 reactions. Predict the reaction yield, written as a fraction of the theoretical maximum amount of product (1.0 means a 100% yield; for example, 0.34 means a 34% yield). (1) The reactants are [F:1][C:2]1[CH:7]=[CH:6][C:5]([CH:8]2[C:12]3[C:13]([CH3:20])=[C:14]([NH2:19])[C:15]([CH3:18])=[C:16]([CH3:17])[C:11]=3[O:10][C:9]2([CH3:22])[CH3:21])=[CH:4][CH:3]=1.[F:23][C:24]1[CH:32]=[CH:31][C:27]([C:28](Cl)=[O:29])=[CH:26][CH:25]=1. The catalyst is C(OCC)(=O)C.CCCCCC. The product is [F:23][C:24]1[CH:32]=[CH:31][C:27]([C:28]([NH:19][C:14]2[C:15]([CH3:18])=[C:16]([CH3:17])[C:11]3[O:10][C:9]([CH3:22])([CH3:21])[CH:8]([C:5]4[CH:6]=[CH:7][C:2]([F:1])=[CH:3][CH:4]=4)[C:12]=3[C:13]=2[CH3:20])=[O:29])=[CH:26][CH:25]=1. The yield is 0.750. (2) The reactants are [CH:1](=O)[CH3:2].[NH2:4][C:5]1[N:6]=[N:7][C:8]([CH3:11])=[CH:9][CH:10]=1.C(O[C:15](=[O:28])[C:16]([OH:27])=[CH:17][C:18](=[O:26])[C:19]1[CH:24]=[CH:23][C:22]([CH3:25])=[CH:21][CH:20]=1)C. No catalyst specified. The product is [OH:27][C:16]1[C:15](=[O:28])[N:4]([C:5]2[N:6]=[N:7][C:8]([CH3:11])=[CH:9][CH:10]=2)[CH:1]([CH3:2])[C:17]=1[C:18](=[O:26])[C:19]1[CH:20]=[CH:21][C:22]([CH3:25])=[CH:23][CH:24]=1. The yield is 0.120. (3) The reactants are [CH2:1]([C:3]([C:7]1[S:11][C:10]2[CH:12]=[C:13]([C:16]([OH:18])=[O:17])[CH:14]=[CH:15][C:9]=2[CH:8]=1)(O)[CH2:4][CH3:5])[CH3:2].[C:19]1([CH3:26])[C:24]([OH:25])=[CH:23][CH:22]=[CH:21][CH:20]=1.B(F)(F)F.CCOCC. The catalyst is C(Cl)Cl. The product is [CH2:1]([C:3]([C:7]1[S:11][C:10]2[CH:12]=[C:13]([C:16]([OH:18])=[O:17])[CH:14]=[CH:15][C:9]=2[CH:8]=1)([C:21]1[CH:22]=[CH:23][C:24]([OH:25])=[C:19]([CH3:26])[CH:20]=1)[CH2:4][CH3:5])[CH3:2]. The yield is 0.780. (4) The reactants are [Br:1][C:2]1[CH:3]=[C:4]([C:7](=O)[CH:8]([CH3:10])[CH3:9])[S:5][CH:6]=1.O.NN.Cl. The catalyst is C(O)CO.O. The product is [Br:1][C:2]1[CH:3]=[C:4]([CH2:7][CH:8]([CH3:10])[CH3:9])[S:5][CH:6]=1. The yield is 0.250. (5) The reactants are [CH3:1][C:2]1[N:7]=[C:6]([C:8]#[N:9])[CH:5]=[CH:4][C:3]=1[C:10]1[CH:18]=[C:17]([C:19]([F:22])([F:21])[F:20])[CH:16]=[C:15]2[C:11]=1[CH:12]=[N:13][NH:14]2.C([O-])(O)=[O:24].[Na+]. The catalyst is C(O)(=O)C.OS(O)(=O)=O. The product is [CH3:1][C:2]1[N:7]=[C:6]([C:8]([NH2:9])=[O:24])[CH:5]=[CH:4][C:3]=1[C:10]1[CH:18]=[C:17]([C:19]([F:22])([F:20])[F:21])[CH:16]=[C:15]2[C:11]=1[CH:12]=[N:13][NH:14]2. The yield is 0.340. (6) The reactants are [CH3:1][O:2][CH2:3][O:4][C:5]1[CH:10]=[CH:9][CH:8]=[CH:7][C:6]=1[CH:11]=[CH2:12].[OH-].[Na+].O.[CH:16]([Cl:19])(Cl)[Cl:17]. The catalyst is [Cl-].C([N+](CC)(CC)CC)C1C=CC=CC=1. The product is [Cl:17][C:16]1([Cl:19])[CH2:12][CH:11]1[C:6]1[CH:7]=[CH:8][CH:9]=[CH:10][C:5]=1[O:4][CH2:3][O:2][CH3:1]. The yield is 0.844. (7) The catalyst is O1CCCC1. The yield is 0.893. The reactants are [C:1]1([S:7]([N:10]2[C:14]3=[N:15][CH:16]=[C:17]([F:19])[CH:18]=[C:13]3[CH:12]=[C:11]2[C:20](=[O:27])[CH2:21][CH:22]2[CH2:26][CH2:25][CH2:24][CH2:23]2)(=[O:9])=[O:8])[CH:6]=[CH:5][CH:4]=[CH:3][CH:2]=1.C[Si]([N-][Si](C)(C)C)(C)C.[Li+].[C:38]1([CH3:58])[CH:43]=[CH:42][C:41]([S:44](O[S:44]([C:41]2[CH:42]=[CH:43][C:38]([CH3:58])=[CH:39][CH:40]=2)(=[O:46])=[O:45])(=[O:46])=[O:45])=[CH:40][CH:39]=1. The product is [C:1]1([S:7]([N:10]2[C:14]3=[N:15][CH:16]=[C:17]([F:19])[CH:18]=[C:13]3[CH:12]=[C:11]2[C:20]([O:27][S:44]([C:41]2[CH:42]=[CH:43][C:38]([CH3:58])=[CH:39][CH:40]=2)(=[O:46])=[O:45])=[CH:21][CH:22]2[CH2:23][CH2:24][CH2:25][CH2:26]2)(=[O:9])=[O:8])[CH:2]=[CH:3][CH:4]=[CH:5][CH:6]=1. (8) The reactants are [C:1]([O:5][C:6]([N:8]1[CH2:13][CH:12]=[C:11]([C:14]2[CH:15]=[CH:16][C:17]([C:20]([O-:22])=[O:21])=[N:18][CH:19]=2)[CH2:10][CH2:9]1)=[O:7])([CH3:4])([CH3:3])[CH3:2].[H][H].[CH3:25]O. The catalyst is [Pd]. The product is [C:1]([O:5][C:6]([N:8]1[CH2:9][CH2:10][CH:11]([C:14]2[CH:15]=[CH:16][C:17]([C:20]([O:22][CH3:25])=[O:21])=[N:18][CH:19]=2)[CH2:12][CH2:13]1)=[O:7])([CH3:4])([CH3:2])[CH3:3]. The yield is 1.00.